Dataset: Forward reaction prediction with 1.9M reactions from USPTO patents (1976-2016). Task: Predict the product of the given reaction. (1) Given the reactants [NH2:1][C:2]1[CH:3]=[CH:4][C:5]([CH:9]2[CH2:14][C:13]([CH3:16])([CH3:15])[O:12][C:11]([CH3:24])([C:17]([O:19][CH2:20][CH2:21][CH2:22][CH3:23])=[O:18])[CH2:10]2)=[N:6][C:7]=1Br.[CH3:25][C:26]1([CH3:41])[CH2:31][CH2:30][C:29](B2OC(C)(C)C(C)(C)O2)=[CH:28][CH2:27]1.C([O-])([O-])=O.[Na+].[Na+].O, predict the reaction product. The product is: [NH2:1][C:2]1[CH:3]=[CH:4][C:5]([CH:9]2[CH2:14][C:13]([CH3:16])([CH3:15])[O:12][C:11]([CH3:24])([C:17]([O:19][CH2:20][CH2:21][CH2:22][CH3:23])=[O:18])[CH2:10]2)=[N:6][C:7]=1[C:29]1[CH2:30][CH2:31][C:26]([CH3:41])([CH3:25])[CH2:27][CH:28]=1. (2) Given the reactants [H-].[Na+].[CH2:3]([N:10]1[CH2:15][CH2:14][N:13]([CH2:16][C:17]2[CH:22]=[CH:21][CH:20]=[CH:19][CH:18]=2)[CH2:12][CH:11]1[CH2:23][OH:24])[C:4]1[CH:9]=[CH:8][CH:7]=[CH:6][CH:5]=1.Cl[CH2:26][CH2:27][O:28][CH3:29].O, predict the reaction product. The product is: [CH2:3]([N:10]1[CH2:15][CH2:14][N:13]([CH2:16][C:17]2[CH:22]=[CH:21][CH:20]=[CH:19][CH:18]=2)[CH2:12][CH:11]1[CH2:23][O:24][CH2:26][CH2:27][O:28][CH3:29])[C:4]1[CH:5]=[CH:6][CH:7]=[CH:8][CH:9]=1. (3) Given the reactants I[C:2]1[CH:7]=[CH:6][C:5]([N:8]2[CH:13]=[CH:12][CH:11]=[CH:10][C:9]2=[O:14])=[CH:4][C:3]=1[O:15][CH2:16][CH2:17][N:18]1[CH2:23][CH2:22][CH2:21][CH2:20][CH2:19]1.[Cl:24][C:25]1[S:29][C:28]([C:30]([NH:32][CH2:33][C:34]2[N:35]=[CH:36][NH:37][CH:38]=2)=[O:31])=[CH:27][CH:26]=1.OC1C=CC=C2C=1N=CC=C2.C([O-])([O-])=O.[K+].[K+], predict the reaction product. The product is: [Cl:24][C:25]1[S:29][C:28]([C:30]([NH:32][CH2:33][C:34]2[N:35]=[CH:36][N:37]([C:2]3[CH:7]=[CH:6][C:5]([N:8]4[CH:13]=[CH:12][CH:11]=[CH:10][C:9]4=[O:14])=[CH:4][C:3]=3[O:15][CH2:16][CH2:17][N:18]3[CH2:23][CH2:22][CH2:21][CH2:20][CH2:19]3)[CH:38]=2)=[O:31])=[CH:27][CH:26]=1. (4) Given the reactants C(OC(=O)[N:7]([C:16]1[S:17][C@:18]2([C:32](=[O:35])[NH:33][CH3:34])[C@H:20]([C@:21]([C:24]3[CH:29]=[CH:28][CH:27]=[C:26]([F:30])[C:25]=3[F:31])([CH3:23])[N:22]=1)[CH2:19]2)COCC[Si](C)(C)C)(C)(C)C.S(=O)(=O)(O)O.[N+:42]([O-])([O-:44])=[O:43].[Na+].O.[O-]P([O-])([O-])=O.[K+].[K+].[K+], predict the reaction product. The product is: [NH2:7][C:16]1[S:17][C@:18]2([C:32]([NH:33][CH3:34])=[O:35])[C@H:20]([C@:21]([C:24]3[CH:29]=[C:28]([N+:42]([O-:44])=[O:43])[CH:27]=[C:26]([F:30])[C:25]=3[F:31])([CH3:23])[N:22]=1)[CH2:19]2. (5) The product is: [CH2:13]([N:20]1[C:28]2[C:23](=[CH:24][C:25]([O:29][C:2]3[N:3]=[C:4]([OH:12])[C:5]4[CH:11]=[CH:10][N:9]=[CH:8][C:6]=4[N:7]=3)=[CH:26][CH:27]=2)[CH:22]=[N:21]1)[C:14]1[CH:15]=[CH:16][CH:17]=[CH:18][CH:19]=1. Given the reactants Cl[C:2]1[N:3]=[C:4]([OH:12])[C:5]2[CH:11]=[CH:10][N:9]=[CH:8][C:6]=2[N:7]=1.[CH2:13]([N:20]1[C:28]2[C:23](=[CH:24][C:25]([OH:29])=[CH:26][CH:27]=2)[CH:22]=[N:21]1)[C:14]1[CH:19]=[CH:18][CH:17]=[CH:16][CH:15]=1, predict the reaction product.